Dataset: NCI-60 drug combinations with 297,098 pairs across 59 cell lines. Task: Regression. Given two drug SMILES strings and cell line genomic features, predict the synergy score measuring deviation from expected non-interaction effect. (1) Drug 1: CC(C)(C#N)C1=CC(=CC(=C1)CN2C=NC=N2)C(C)(C)C#N. Drug 2: C1C(C(OC1N2C=NC(=NC2=O)N)CO)O. Cell line: OVCAR-8. Synergy scores: CSS=13.1, Synergy_ZIP=-0.986, Synergy_Bliss=-0.264, Synergy_Loewe=-1.91, Synergy_HSA=0.700. (2) Drug 1: CC12CCC3C(C1CCC2=O)CC(=C)C4=CC(=O)C=CC34C. Drug 2: CC12CCC3C(C1CCC2O)C(CC4=C3C=CC(=C4)O)CCCCCCCCCS(=O)CCCC(C(F)(F)F)(F)F. Cell line: PC-3. Synergy scores: CSS=44.2, Synergy_ZIP=2.21, Synergy_Bliss=2.79, Synergy_Loewe=3.54, Synergy_HSA=3.22. (3) Drug 1: CNC(=O)C1=NC=CC(=C1)OC2=CC=C(C=C2)NC(=O)NC3=CC(=C(C=C3)Cl)C(F)(F)F. Drug 2: C1CN(CCN1C(=O)CCBr)C(=O)CCBr. Cell line: SNB-75. Synergy scores: CSS=13.8, Synergy_ZIP=-3.75, Synergy_Bliss=2.36, Synergy_Loewe=2.62, Synergy_HSA=2.65. (4) Cell line: SF-268. Drug 2: CC1=C(C=C(C=C1)NC(=O)C2=CC=C(C=C2)CN3CCN(CC3)C)NC4=NC=CC(=N4)C5=CN=CC=C5. Synergy scores: CSS=18.0, Synergy_ZIP=-2.44, Synergy_Bliss=6.82, Synergy_Loewe=-6.85, Synergy_HSA=2.39. Drug 1: C1=CC(=CC=C1CC(C(=O)O)N)N(CCCl)CCCl.Cl. (5) Drug 1: C1=CC(=C2C(=C1NCCNCCO)C(=O)C3=C(C=CC(=C3C2=O)O)O)NCCNCCO. Drug 2: N.N.Cl[Pt+2]Cl. Cell line: CAKI-1. Synergy scores: CSS=45.7, Synergy_ZIP=-10.2, Synergy_Bliss=-12.7, Synergy_Loewe=-47.9, Synergy_HSA=-9.70. (6) Drug 1: C1CCN(CC1)CCOC2=CC=C(C=C2)C(=O)C3=C(SC4=C3C=CC(=C4)O)C5=CC=C(C=C5)O. Drug 2: CC12CCC3C(C1CCC2O)C(CC4=C3C=CC(=C4)O)CCCCCCCCCS(=O)CCCC(C(F)(F)F)(F)F. Cell line: 786-0. Synergy scores: CSS=1.28, Synergy_ZIP=-2.46, Synergy_Bliss=-3.45, Synergy_Loewe=-2.03, Synergy_HSA=-1.93. (7) Drug 1: CCCCC(=O)OCC(=O)C1(CC(C2=C(C1)C(=C3C(=C2O)C(=O)C4=C(C3=O)C=CC=C4OC)O)OC5CC(C(C(O5)C)O)NC(=O)C(F)(F)F)O. Drug 2: CC1CCCC2(C(O2)CC(NC(=O)CC(C(C(=O)C(C1O)C)(C)C)O)C(=CC3=CSC(=N3)C)C)C. Cell line: NCI/ADR-RES. Synergy scores: CSS=22.6, Synergy_ZIP=-2.16, Synergy_Bliss=0.817, Synergy_Loewe=3.14, Synergy_HSA=3.78. (8) Drug 1: C1=CC(=CC=C1C#N)C(C2=CC=C(C=C2)C#N)N3C=NC=N3. Drug 2: CC1=C(C=C(C=C1)NC(=O)C2=CC=C(C=C2)CN3CCN(CC3)C)NC4=NC=CC(=N4)C5=CN=CC=C5. Cell line: SK-OV-3. Synergy scores: CSS=-3.49, Synergy_ZIP=2.05, Synergy_Bliss=1.33, Synergy_Loewe=-1.07, Synergy_HSA=-2.16. (9) Drug 1: CCC1=C2CN3C(=CC4=C(C3=O)COC(=O)C4(CC)O)C2=NC5=C1C=C(C=C5)O. Drug 2: CN(C(=O)NC(C=O)C(C(C(CO)O)O)O)N=O. Cell line: OVCAR3. Synergy scores: CSS=13.0, Synergy_ZIP=3.48, Synergy_Bliss=11.9, Synergy_Loewe=-7.61, Synergy_HSA=7.18. (10) Drug 1: CC1=C(C(=O)C2=C(C1=O)N3CC4C(C3(C2COC(=O)N)OC)N4)N. Drug 2: COCCOC1=C(C=C2C(=C1)C(=NC=N2)NC3=CC=CC(=C3)C#C)OCCOC.Cl. Cell line: UO-31. Synergy scores: CSS=18.5, Synergy_ZIP=0.825, Synergy_Bliss=2.97, Synergy_Loewe=0.470, Synergy_HSA=1.63.